Dataset: Forward reaction prediction with 1.9M reactions from USPTO patents (1976-2016). Task: Predict the product of the given reaction. (1) Given the reactants Cl[C:2]1[N:11]=[C:10]([NH:12][C:13]2[CH:18]=[CH:17][C:16]([CH3:19])=[CH:15][CH:14]=2)[C:9]2[C:4](=[CH:5][CH:6]=[CH:7][CH:8]=2)[N:3]=1.C(O)CO.COC.O.[CH3:28][O:29][C:30]1[CH:31]=[C:32](B(O)O)[CH:33]=[C:34]([O:38][CH3:39])[C:35]=1[O:36][CH3:37].C(=O)(O)[O-].[Na+], predict the reaction product. The product is: [C:16]1([CH3:19])[CH:17]=[CH:18][C:13]([NH:12][C:10]2[C:9]3[C:4](=[CH:5][CH:6]=[CH:7][CH:8]=3)[N:3]=[C:2]([C:32]3[CH:33]=[C:34]([O:38][CH3:39])[C:35]([O:36][CH3:37])=[C:30]([O:29][CH3:28])[CH:31]=3)[N:11]=2)=[CH:14][CH:15]=1. (2) Given the reactants [CH3:1][C:2]1([CH3:9])[CH2:7][C:6](=[O:8])[CH:5]=[CH:4][CH2:3]1.[OH:10]O.[OH-].[Na+], predict the reaction product. The product is: [CH3:1][C:2]1([CH3:9])[CH2:7][CH:6]2[CH:5]([O:8]2)[C:4](=[O:10])[CH2:3]1. (3) The product is: [Cl:24][C:25]1[C:30]([C:31]([F:32])([F:34])[F:33])=[CH:29][CH:28]=[C:27]([Cl:35])[C:26]=1[NH:36][C:37](=[O:38])[N:22]([C:20]1[CH:21]=[C:16]([NH:15][C:12]2[CH:11]=[CH:10][C:9]([N:6]3[CH2:5][CH2:4][N:3]([CH2:1][CH3:2])[CH2:8][CH2:7]3)=[CH:14][CH:13]=2)[N:17]=[CH:18][N:19]=1)[CH3:23]. Given the reactants [CH2:1]([N:3]1[CH2:8][CH2:7][N:6]([C:9]2[CH:14]=[CH:13][C:12]([NH:15][C:16]3[CH:21]=[C:20]([NH:22][CH3:23])[N:19]=[CH:18][N:17]=3)=[CH:11][CH:10]=2)[CH2:5][CH2:4]1)[CH3:2].[Cl:24][C:25]1[C:30]([C:31]([F:34])([F:33])[F:32])=[CH:29][CH:28]=[C:27]([Cl:35])[C:26]=1[N:36]=[C:37]=[O:38].C([O-])(O)=O.[Na+], predict the reaction product. (4) Given the reactants [CH3:1][O:2][C:3]([C:5]1(C(OC)=O)[CH2:13][C:12]2[C:7](=[CH:8][CH:9]=[CH:10][C:11]=2[N+:14]([O-:16])=[O:15])[CH2:6]1)=[O:4].[Cl-].[Li+].O, predict the reaction product. The product is: [CH3:1][O:2][C:3]([CH:5]1[CH2:13][C:12]2[C:7](=[CH:8][CH:9]=[CH:10][C:11]=2[N+:14]([O-:16])=[O:15])[CH2:6]1)=[O:4]. (5) Given the reactants FC(F)(F)C([N:5]([C@@H:13]1[CH2:15][C@H:14]1[C:16]1[CH:21]=[CH:20][CH:19]=[CH:18][CH:17]=1)[CH2:6][CH:7]1[CH2:12][CH2:11][NH:10][CH2:9][CH2:8]1)=O.[N:24]([C:27]1[CH:32]=[CH:31][CH:30]=[CH:29][CH:28]=1)=[C:25]=[O:26].[NH4+].[Cl-], predict the reaction product. The product is: [C:27]1([NH:24][C:25]([N:10]2[CH2:9][CH2:8][CH:7]([CH2:6][NH:5][C@@H:13]3[CH2:15][C@H:14]3[C:16]3[CH:17]=[CH:18][CH:19]=[CH:20][CH:21]=3)[CH2:12][CH2:11]2)=[O:26])[CH:32]=[CH:31][CH:30]=[CH:29][CH:28]=1.